Predict the product of the given reaction. From a dataset of Forward reaction prediction with 1.9M reactions from USPTO patents (1976-2016). Given the reactants [NH2:1][C@H:2]([C:10]([OH:12])=[O:11])[CH2:3][C:4]1[CH:9]=[CH:8][CH:7]=[CH:6][CH:5]=1.[C:13]1([CH3:22])[CH:18]=[CH:17][C:16]([C:19](Cl)=[O:20])=[CH:15][CH:14]=1, predict the reaction product. The product is: [CH3:22][C:13]1[CH:18]=[CH:17][C:16]([C:19]([NH:1][C@H:2]([C:10]([OH:12])=[O:11])[CH2:3][C:4]2[CH:9]=[CH:8][CH:7]=[CH:6][CH:5]=2)=[O:20])=[CH:15][CH:14]=1.